Dataset: Catalyst prediction with 721,799 reactions and 888 catalyst types from USPTO. Task: Predict which catalyst facilitates the given reaction. (1) Reactant: [C:1]([S:5][S:6][CH2:7][CH2:8][NH2:9])([CH3:4])([CH3:3])[CH3:2].Br[CH2:11][C:12]([O:14][CH2:15][CH3:16])=[O:13].CCN(C(C)C)C(C)C.[C:26](OC([O-])=O)([O:28][C:29]([CH3:32])([CH3:31])[CH3:30])=[O:27]. Product: [C:29]([O:28][C:26]([N:9]([CH2:8][CH2:7][S:6][S:5][C:1]([CH3:4])([CH3:3])[CH3:2])[CH2:11][C:12]([O:14][CH2:15][CH3:16])=[O:13])=[O:27])([CH3:32])([CH3:31])[CH3:30]. The catalyst class is: 2. (2) Reactant: [CH3:1][NH:2][CH2:3][C:4]1[O:5][C:6]2[CH:15]=[CH:14][CH:13]=[CH:12][C:7]=2[C:8]=1[CH2:9][CH2:10][CH3:11].[C:16](Cl)(=[O:19])[CH:17]=[CH2:18].C(N(CC)CC)C. Product: [CH3:1][N:2]([CH2:3][C:4]1[O:5][C:6]2[CH:15]=[CH:14][CH:13]=[CH:12][C:7]=2[C:8]=1[CH2:9][CH2:10][CH3:11])[C:16](=[O:19])[CH:17]=[CH2:18]. The catalyst class is: 2.